From a dataset of Full USPTO retrosynthesis dataset with 1.9M reactions from patents (1976-2016). Predict the reactants needed to synthesize the given product. (1) Given the product [CH2:1]([O:3][C:4]([C:6]1[C:7]([C:50](=[O:51])[C:49]([F:60])([F:59])[F:48])=[C:8]2[N:13]([C:14]=1[C:15]1[CH:16]=[N:17][C:18]([O:21][CH3:22])=[CH:19][CH:20]=1)[CH:12]=[CH:11][C:10]([CH2:23][N:24]1[CH:28]=[C:27]([C:29]([O:36][C:37](=[O:47])[C:38]3[CH:39]=[CH:40][C:41]([N+:44]([O-:46])=[O:45])=[CH:42][CH:43]=3)([C:32]([F:35])([F:34])[F:33])[CH2:30][CH3:31])[N:26]=[N:25]1)=[CH:9]2)=[O:5])[CH3:2], predict the reactants needed to synthesize it. The reactants are: [CH2:1]([O:3][C:4]([C:6]1[CH:7]=[C:8]2[N:13]([C:14]=1[C:15]1[CH:16]=[N:17][C:18]([O:21][CH3:22])=[CH:19][CH:20]=1)[CH:12]=[CH:11][C:10]([CH2:23][N:24]1[CH:28]=[C:27]([C:29]([O:36][C:37](=[O:47])[C:38]3[CH:43]=[CH:42][C:41]([N+:44]([O-:46])=[O:45])=[CH:40][CH:39]=3)([C:32]([F:35])([F:34])[F:33])[CH2:30][CH3:31])[N:26]=[N:25]1)=[CH:9]2)=[O:5])[CH3:2].[F:48][C:49]([F:60])([F:59])[C:50](O[C:50](=[O:51])[C:49]([F:60])([F:59])[F:48])=[O:51]. (2) Given the product [Cl:34][C:33]1[C:32]([O:35][CH3:36])=[CH:31][C:30]([O:37][CH3:38])=[C:29]([Cl:39])[C:28]=1[C:18]1[C:17](=[O:40])[N:16]([CH2:15][CH2:14][N:12]([CH3:13])[CH:10]2[CH2:11][N:8]([C:6]([O:5][C:1]([CH3:3])([CH3:2])[CH3:4])=[O:7])[CH2:9]2)[C:21]2[N:22]=[C:23]([NH:26][CH3:27])[N:24]=[CH:25][C:20]=2[CH:19]=1, predict the reactants needed to synthesize it. The reactants are: [C:1]([O:5][C:6]([N:8]1[CH2:11][CH:10]([N+:12]([O-])([CH2:14][CH2:15][N:16]2[C:21]3[N:22]=[C:23]([NH:26][CH3:27])[N:24]=[CH:25][C:20]=3[CH:19]=[C:18]([C:28]3[C:33]([Cl:34])=[C:32]([O:35][CH3:36])[CH:31]=[C:30]([O:37][CH3:38])[C:29]=3[Cl:39])[C:17]2=[O:40])[CH3:13])[CH2:9]1)=[O:7])([CH3:4])([CH3:3])[CH3:2].[NH4+].[Cl-]. (3) Given the product [NH2:1][C:4]1[CH:5]=[C:6]([O:14][CH3:15])[C:7]([O:12][CH3:13])=[CH:8][C:9]=1[CH:10]=[O:11], predict the reactants needed to synthesize it. The reactants are: [N+:1]([C:4]1[C:9]([CH:10]=[O:11])=[CH:8][C:7]([O:12][CH3:13])=[C:6]([O:14][CH3:15])[CH:5]=1)([O-])=O.O.Cl. (4) Given the product [F:1][C:2]([F:18])([F:17])[C:3]1[CH:8]=[CH:7][C:6]([C:9]2[N:14]=[CH:13][C:12](/[CH:15]=[N:25]/[S@:23]([C:20]([CH3:22])([CH3:21])[CH3:19])=[O:24])=[CH:11][N:10]=2)=[CH:5][CH:4]=1, predict the reactants needed to synthesize it. The reactants are: [F:1][C:2]([F:18])([F:17])[C:3]1[CH:8]=[CH:7][C:6]([C:9]2[N:14]=[CH:13][C:12]([CH:15]=O)=[CH:11][N:10]=2)=[CH:5][CH:4]=1.[CH3:19][C:20]([S@@:23]([NH2:25])=[O:24])([CH3:22])[CH3:21].CO.C([O-])(O)=O.[Na+]. (5) Given the product [OH:13][CH2:14][CH2:15][CH2:16][CH2:17][NH:18][C:2]([NH:1][CH:4]1[CH2:12][C:11]2[C:6](=[CH:7][CH:8]=[CH:9][CH:10]=2)[CH2:5]1)=[O:3], predict the reactants needed to synthesize it. The reactants are: [N:1]([CH:4]1[CH2:12][C:11]2[C:6](=[CH:7][CH:8]=[CH:9][CH:10]=2)[CH2:5]1)=[C:2]=[O:3].[OH:13][CH2:14][CH2:15][CH2:16][CH2:17][NH:18]C(=O)C1C=CC=CC=1. (6) Given the product [ClH:36].[CH3:3][O:4][C:5]1[CH:10]=[CH:9][C:8]([C:11]2[CH:12]=[N:13][O:14][C:15]=2[C:16]2[CH:17]=[C:18]([O:26][CH3:27])[C:19]([O:24][CH3:25])=[C:20]([O:22][CH3:23])[CH:21]=2)=[CH:7][C:6]=1[NH2:28], predict the reactants needed to synthesize it. The reactants are: [H][H].[CH3:3][O:4][C:5]1[CH:10]=[CH:9][C:8]([C:11]2[CH:12]=[N:13][O:14][C:15]=2[C:16]2[CH:21]=[C:20]([O:22][CH3:23])[C:19]([O:24][CH3:25])=[C:18]([O:26][CH3:27])[CH:17]=2)=[CH:7][C:6]=1[N+:28]([O-])=O.C1COCC1.[ClH:36]. (7) Given the product [C:16]([C:18]1[CH:19]=[C:20]([S:25]([N:28]([CH2:34][C:35]2[CH:40]=[CH:39][C:38]([O:41][CH3:42])=[CH:37][C:36]=2[O:43][CH3:44])[C:29]2[S:33][N:32]=[CH:31][N:30]=2)(=[O:27])=[O:26])[CH:21]=[CH:22][C:23]=1[S:9][C:4]1[CH:5]=[CH:6][CH:7]=[CH:8][C:3]=1[O:2][CH3:1])#[N:17], predict the reactants needed to synthesize it. The reactants are: [CH3:1][O:2][C:3]1[CH:8]=[CH:7][CH:6]=[CH:5][C:4]=1[SH:9].C(=O)([O-])[O-].[K+].[K+].[C:16]([C:18]1[CH:19]=[C:20]([S:25]([N:28]([CH2:34][C:35]2[CH:40]=[CH:39][C:38]([O:41][CH3:42])=[CH:37][C:36]=2[O:43][CH3:44])[C:29]2[S:33][N:32]=[CH:31][N:30]=2)(=[O:27])=[O:26])[CH:21]=[CH:22][C:23]=1F)#[N:17].